This data is from Full USPTO retrosynthesis dataset with 1.9M reactions from patents (1976-2016). The task is: Predict the reactants needed to synthesize the given product. Given the product [Cl:11][C:4]1[N:3]=[C:2]([NH2:18])[C:7]([N+:8]([O-:10])=[O:9])=[CH:6][CH:5]=1, predict the reactants needed to synthesize it. The reactants are: Cl[C:2]1[C:7]([N+:8]([O-:10])=[O:9])=[CH:6][CH:5]=[C:4]([Cl:11])[N:3]=1.C(=O)([O-])[O-].[Na+].[Na+].[NH3:18].